Dataset: Reaction yield outcomes from USPTO patents with 853,638 reactions. Task: Predict the reaction yield, written as a fraction of the theoretical maximum amount of product (1.0 means a 100% yield; for example, 0.34 means a 34% yield). The reactants are [NH2:1][C:2]1[N:7]=[CH:6][N:5]=[C:4]2[N:8]([CH:24]3[CH2:29][CH2:28][CH2:27][N:26]([C:30](=[O:34])[CH2:31][C:32]#[N:33])[CH2:25]3)[N:9]=[C:10]([C:11]3[CH:16]=[CH:15][C:14]([O:17][C:18]4[CH:23]=[CH:22][CH:21]=[CH:20][CH:19]=4)=[CH:13][CH:12]=3)[C:3]=12.N1[CH2:40][CH2:39][CH2:38][CH2:37]C1.C1(C=O)CC1. The catalyst is CO. The product is [NH2:1][C:2]1[N:7]=[CH:6][N:5]=[C:4]2[N:8]([C@@H:24]3[CH2:29][CH2:28][CH2:27][N:26]([C:30]([C:31](=[CH:37][CH:38]4[CH2:40][CH2:39]4)[C:32]#[N:33])=[O:34])[CH2:25]3)[N:9]=[C:10]([C:11]3[CH:12]=[CH:13][C:14]([O:17][C:18]4[CH:19]=[CH:20][CH:21]=[CH:22][CH:23]=4)=[CH:15][CH:16]=3)[C:3]=12. The yield is 0.640.